Task: Predict the product of the given reaction.. Dataset: Forward reaction prediction with 1.9M reactions from USPTO patents (1976-2016) (1) Given the reactants Br[CH2:2][C:3]1[C:13]([Cl:14])=[N:12][CH:11]=[CH:10][C:4]=1[C:5]([O:7]CC)=O.Cl.[Cl:16][C:17]1[CH:18]=[C:19]([CH:30]([NH2:32])[CH3:31])[CH:20]=[N:21][C:22]=1[CH2:23][O:24][CH2:25][C:26]([F:29])([F:28])[F:27], predict the reaction product. The product is: [Cl:14][C:13]1[C:3]2[CH2:2][N:32]([CH:30]([C:19]3[CH:20]=[N:21][C:22]([CH2:23][O:24][CH2:25][C:26]([F:28])([F:29])[F:27])=[C:17]([Cl:16])[CH:18]=3)[CH3:31])[C:5](=[O:7])[C:4]=2[CH:10]=[CH:11][N:12]=1. (2) Given the reactants [C:1]1([C:7]2[CH:16]=[C:15]([C:17]([OH:19])=O)[C:14]3[C:9](=[CH:10][CH:11]=[CH:12][CH:13]=3)[N:8]=2)[CH:6]=[CH:5][CH:4]=[CH:3][CH:2]=1.[Cl:20][C:21]1[CH:26]=[C:25]([N+:27]([O-:29])=[O:28])[CH:24]=[CH:23][C:22]=1[NH2:30].CCN(CC)CC.CN(C(ON1N=NC2C=CC=CC1=2)=[N+](C)C)C.F[P-](F)(F)(F)(F)F, predict the reaction product. The product is: [Cl:20][C:21]1[CH:26]=[C:25]([N+:27]([O-:29])=[O:28])[CH:24]=[CH:23][C:22]=1[NH:30][C:17]([C:15]1[C:14]2[C:9](=[CH:10][CH:11]=[CH:12][CH:13]=2)[N:8]=[C:7]([C:1]2[CH:2]=[CH:3][CH:4]=[CH:5][CH:6]=2)[CH:16]=1)=[O:19].